Dataset: Catalyst prediction with 721,799 reactions and 888 catalyst types from USPTO. Task: Predict which catalyst facilitates the given reaction. (1) Reactant: C1(P(C2C=CC=CC=2)C2C=CC=CC=2)C=CC=CC=1.[NH:20]1[CH2:25][CH2:24][CH2:23][CH:22]([CH:26](O)[CH2:27][CH3:28])[CH2:21]1.CCOC(/N=N/C(OCC)=O)=O.O1CCCCC1[N:48]1[C:56]2[C:51](=[CH:52][C:53]([C:57]3[N:61]=[CH:60][N:59](C(C4C=CC=CC=4)(C4C=CC=CC=4)C4C=CC=CC=4)[N:58]=3)=[CH:54][CH:55]=2)[C:50]([C:81]2[CH:82]=[C:83]([OH:87])[CH:84]=[CH:85][CH:86]=2)=[N:49]1.Cl. Product: [NH:58]1[C:57]([C:53]2[CH:52]=[C:51]3[C:56](=[CH:55][CH:54]=2)[NH:48][N:49]=[C:50]3[C:81]2[CH:86]=[CH:85][CH:84]=[C:83]([O:87][CH2:28][CH2:27][CH2:26][CH:22]3[CH2:23][CH2:24][CH2:25][NH:20][CH2:21]3)[CH:82]=2)=[N:61][CH:60]=[N:59]1. The catalyst class is: 7. (2) Reactant: [Cl:1][C:2]1[CH:43]=[CH:42][C:5]([CH2:6][CH:7]([C:18]([N:20]2[CH2:25][CH2:24][N:23]([C:26]3[C:31]([C:32]4[CH:37]=[CH:36][CH:35]=[CH:34][CH:33]=4)=[CH:30][N:29]=[C:28]4[NH:38][CH:39]=[C:40]([CH3:41])[C:27]=34)[CH2:22][CH2:21]2)=[O:19])[CH2:8][CH2:9][NH:10]C(=O)OC(C)(C)C)=[CH:4][CH:3]=1.C(O)(C(F)(F)F)=O.C1(N)C(F)=C(F)C(F)=C(N)C=1F.Cl.Cl. Product: [NH2:10][CH2:9][CH2:8][CH:7]([CH2:6][C:5]1[CH:42]=[CH:43][C:2]([Cl:1])=[CH:3][CH:4]=1)[C:18]([N:20]1[CH2:21][CH2:22][N:23]([C:26]2[C:31]([C:32]3[CH:33]=[CH:34][CH:35]=[CH:36][CH:37]=3)=[CH:30][N:29]=[C:28]3[NH:38][CH:39]=[C:40]([CH3:41])[C:27]=23)[CH2:24][CH2:25]1)=[O:19]. The catalyst class is: 2. (3) Reactant: [OH:1][CH:2]([C:6]1[CH:11]=[CH:10][CH:9]=[CH:8][C:7]=1[CH3:12])[C:3]([OH:5])=O.[CH:13]1[CH:14]=[CH:15][C:16]2N(O)N=[N:19][C:17]=2[CH:18]=1.CCN=C=NCCCN(C)C.C1(N)CCCCC1. Product: [CH:17]1([NH:19][C:3](=[O:5])[CH:2]([OH:1])[C:6]2[CH:11]=[CH:10][CH:9]=[CH:8][C:7]=2[CH3:12])[CH2:18][CH2:13][CH2:14][CH2:15][CH2:16]1. The catalyst class is: 3.